Dataset: NCI-60 drug combinations with 297,098 pairs across 59 cell lines. Task: Regression. Given two drug SMILES strings and cell line genomic features, predict the synergy score measuring deviation from expected non-interaction effect. (1) Drug 1: CN(CC1=CN=C2C(=N1)C(=NC(=N2)N)N)C3=CC=C(C=C3)C(=O)NC(CCC(=O)O)C(=O)O. Drug 2: N.N.Cl[Pt+2]Cl. Cell line: SF-295. Synergy scores: CSS=61.2, Synergy_ZIP=-3.54, Synergy_Bliss=-3.23, Synergy_Loewe=-19.0, Synergy_HSA=-2.29. (2) Drug 1: CN1CCC(CC1)COC2=C(C=C3C(=C2)N=CN=C3NC4=C(C=C(C=C4)Br)F)OC. Drug 2: C1=CC=C(C(=C1)C(C2=CC=C(C=C2)Cl)C(Cl)Cl)Cl. Cell line: SK-MEL-2. Synergy scores: CSS=0.555, Synergy_ZIP=3.85, Synergy_Bliss=5.96, Synergy_Loewe=1.34, Synergy_HSA=2.35. (3) Drug 1: CC1=C(C=C(C=C1)NC(=O)C2=CC=C(C=C2)CN3CCN(CC3)C)NC4=NC=CC(=N4)C5=CN=CC=C5. Drug 2: CC1=C(N=C(N=C1N)C(CC(=O)N)NCC(C(=O)N)N)C(=O)NC(C(C2=CN=CN2)OC3C(C(C(C(O3)CO)O)O)OC4C(C(C(C(O4)CO)O)OC(=O)N)O)C(=O)NC(C)C(C(C)C(=O)NC(C(C)O)C(=O)NCCC5=NC(=CS5)C6=NC(=CS6)C(=O)NCCC[S+](C)C)O. Cell line: 786-0. Synergy scores: CSS=33.6, Synergy_ZIP=-2.85, Synergy_Bliss=-0.0463, Synergy_Loewe=-19.6, Synergy_HSA=2.19. (4) Drug 1: C1CC(C1)(C(=O)O)C(=O)O.[NH2-].[NH2-].[Pt+2]. Drug 2: CC12CCC3C(C1CCC2OP(=O)(O)O)CCC4=C3C=CC(=C4)OC(=O)N(CCCl)CCCl.[Na+]. Cell line: OVCAR-5. Synergy scores: CSS=19.4, Synergy_ZIP=-3.02, Synergy_Bliss=2.58, Synergy_Loewe=-6.00, Synergy_HSA=2.65. (5) Drug 1: CCCCCOC(=O)NC1=NC(=O)N(C=C1F)C2C(C(C(O2)C)O)O. Drug 2: C(CCl)NC(=O)N(CCCl)N=O. Cell line: HT29. Synergy scores: CSS=-4.92, Synergy_ZIP=11.6, Synergy_Bliss=13.4, Synergy_Loewe=-2.78, Synergy_HSA=-3.44. (6) Drug 1: COC1=CC(=CC(=C1O)OC)C2C3C(COC3=O)C(C4=CC5=C(C=C24)OCO5)OC6C(C(C7C(O6)COC(O7)C8=CC=CS8)O)O. Drug 2: C1CN(P(=O)(OC1)NCCCl)CCCl. Cell line: OVCAR-8. Synergy scores: CSS=14.3, Synergy_ZIP=-0.0120, Synergy_Bliss=0.839, Synergy_Loewe=-33.9, Synergy_HSA=0.951. (7) Drug 1: CC1=C2C(C(=O)C3(C(CC4C(C3C(C(C2(C)C)(CC1OC(=O)C(C(C5=CC=CC=C5)NC(=O)C6=CC=CC=C6)O)O)OC(=O)C7=CC=CC=C7)(CO4)OC(=O)C)O)C)OC(=O)C. Drug 2: C1=NNC2=C1C(=O)NC=N2. Cell line: COLO 205. Synergy scores: CSS=53.8, Synergy_ZIP=-2.02, Synergy_Bliss=-3.18, Synergy_Loewe=-51.1, Synergy_HSA=-3.14.